The task is: Predict which catalyst facilitates the given reaction.. This data is from Catalyst prediction with 721,799 reactions and 888 catalyst types from USPTO. (1) Reactant: C1(S([C:10](=[CH:13][C:14]2[CH:19]=[CH:18][N:17]=[C:16]([C:20]3[N:21]=[CH:22][N:23]([CH2:25][C:26]4[CH:31]=[CH:30][CH:29]=[CH:28][C:27]=4[Cl:32])[CH:24]=3)[CH:15]=2)[C:11]#[N:12])(=O)=O)C=CC=CC=1.[N-:33]=[N+:34]=[N-:35].[Na+].Cl.[OH-].[Na+]. Product: [Cl:32][C:27]1[CH:28]=[CH:29][CH:30]=[CH:31][C:26]=1[CH2:25][N:23]1[CH:24]=[C:20]([C:16]2[CH:15]=[C:14]([C:13]3[N:33]=[N:34][NH:35][C:10]=3[C:11]#[N:12])[CH:19]=[CH:18][N:17]=2)[N:21]=[CH:22]1. The catalyst class is: 3. (2) Reactant: [CH3:1][C:2]1[CH:7]=[C:6]([C:8]([C:10]2[S:14][C:13]([NH2:15])=[N:12][C:11]=2[C:16]2[O:17][CH:18]=[CH:19][CH:20]=2)=[O:9])[CH:5]=[CH:4][N:3]=1.[C:21](O)(=[O:28])[C:22]1[CH:27]=[CH:26][N:25]=[CH:24][CH:23]=1.CCN=C=NCCCN(C)C.Cl.O.ON1C2C=CC=CC=2N=N1. Product: [O:17]1[CH:18]=[CH:19][CH:20]=[C:16]1[C:11]1[N:12]=[C:13]([NH:15][C:21]([C:22]2[CH:27]=[CH:26][N:25]=[CH:24][CH:23]=2)=[O:28])[S:14][C:10]=1[C:8]([C:6]1[CH:5]=[CH:4][N:3]=[C:2]([CH3:1])[CH:7]=1)=[O:9]. The catalyst class is: 18. (3) Reactant: [CH:1]1([C:7]2[C:8]3[S:28][C:27]([C:29]([O:31]C)=[O:30])=[CH:26][C:9]=3[N:10]3[C:16]=2[C:15]2[CH:17]=[CH:18][CH:19]=[CH:20][C:14]=2[N:13]([CH2:21][CH2:22][N:23]([CH3:25])[CH3:24])[CH2:12][CH2:11]3)[CH2:6][CH2:5][CH2:4][CH2:3][CH2:2]1.[OH-].[K+].Cl. Product: [CH:1]1([C:7]2[C:8]3[S:28][C:27]([C:29]([OH:31])=[O:30])=[CH:26][C:9]=3[N:10]3[C:16]=2[C:15]2[CH:17]=[CH:18][CH:19]=[CH:20][C:14]=2[N:13]([CH2:21][CH2:22][N:23]([CH3:25])[CH3:24])[CH2:12][CH2:11]3)[CH2:6][CH2:5][CH2:4][CH2:3][CH2:2]1. The catalyst class is: 12. (4) Reactant: O[CH:2]=[C:3]1[CH2:11][CH2:10][CH:9]2[CH:5]([CH:6]=[N:7][N:8]2[CH3:12])[C:4]1=O.[OH:14][C:15]1[CH:16]=[C:17]([NH:21][C:22]([NH2:24])=[NH:23])[CH:18]=[CH:19][CH:20]=1. Product: [CH3:12][N:8]1[C:9]2[CH2:10][CH2:11][C:3]3[CH:2]=[N:23][C:22]([NH:21][C:17]4[CH:16]=[C:15]([OH:14])[CH:20]=[CH:19][CH:18]=4)=[N:24][C:4]=3[C:5]=2[CH:6]=[N:7]1. The catalyst class is: 3. (5) Reactant: [CH2:1]([S:4](Cl)(=[O:6])=[O:5])[CH2:2][CH3:3].[NH2:8][C:9]1[C:10]([F:19])=[C:11]([C:15]([F:18])=[CH:16][CH:17]=1)[C:12]([OH:14])=[O:13].C(N([CH2:25][CH3:26])CC)C. Product: [F:19][C:10]1[C:9]([N:8]([S:4]([CH2:1][CH2:25][CH3:26])(=[O:6])=[O:5])[S:4]([CH2:1][CH2:2][CH3:3])(=[O:6])=[O:5])=[CH:17][CH:16]=[C:15]([F:18])[C:11]=1[C:12]([OH:14])=[O:13]. The catalyst class is: 2. (6) Reactant: [OH-].[Li+].[F:3][C:4]1([F:23])[CH2:7][CH:6]([NH:8][C:9]2[N:18]=[CH:17][C:16]([C:19]([F:22])([F:21])[F:20])=[CH:15][C:10]=2[C:11]([O:13]C)=[O:12])[CH2:5]1. Product: [F:23][C:4]1([F:3])[CH2:5][CH:6]([NH:8][C:9]2[N:18]=[CH:17][C:16]([C:19]([F:20])([F:21])[F:22])=[CH:15][C:10]=2[C:11]([OH:13])=[O:12])[CH2:7]1. The catalyst class is: 20. (7) Reactant: C(OC([N:8]1[CH2:13][CH2:12][CH:11]([CH2:14][N:15]2[CH2:20][CH2:19][CH:18]([O:21][C:22]3[CH:27]=[CH:26][C:25]([Cl:28])=[C:24]([Cl:29])[C:23]=3[CH3:30])[CH2:17][CH2:16]2)[CH2:10][CH2:9]1)=O)(C)(C)C.[C:31]1([S:37]([OH:40])(=[O:39])=[O:38])[CH:36]=[CH:35][CH:34]=[CH:33][CH:32]=1. Product: [C:31]1([S:37]([OH:40])(=[O:39])=[O:38])[CH:36]=[CH:35][CH:34]=[CH:33][CH:32]=1.[C:31]1([S:37]([OH:40])(=[O:39])=[O:38])[CH:36]=[CH:35][CH:34]=[CH:33][CH:32]=1.[Cl:29][C:24]1[C:23]([CH3:30])=[C:22]([CH:27]=[CH:26][C:25]=1[Cl:28])[O:21][CH:18]1[CH2:17][CH2:16][N:15]([CH2:14][CH:11]2[CH2:10][CH2:9][NH:8][CH2:13][CH2:12]2)[CH2:20][CH2:19]1. The catalyst class is: 8. (8) Reactant: Br[C:2]1[CH:7]=[CH:6][C:5]([S:8]([N:11]2[CH2:15][CH2:14][CH2:13][CH2:12]2)(=[O:10])=[O:9])=[CH:4][C:3]=1[F:16].[C:17]([C:19]1[N:23]([CH3:24])[C:22](B(O)O)=[CH:21][CH:20]=1)#[N:18].[F-].[K+].C(P(C(C)(C)C)C(C)(C)C)(C)(C)C. Product: [F:16][C:3]1[CH:4]=[C:5]([S:8]([N:11]2[CH2:15][CH2:14][CH2:13][CH2:12]2)(=[O:10])=[O:9])[CH:6]=[CH:7][C:2]=1[C:22]1[N:23]([CH3:24])[C:19]([C:17]#[N:18])=[CH:20][CH:21]=1. The catalyst class is: 110.